From a dataset of Forward reaction prediction with 1.9M reactions from USPTO patents (1976-2016). Predict the product of the given reaction. Given the reactants Br[C:2]1[CH:12]=[CH:11][CH:10]=[CH:9][C:3]=1[O:4][CH2:5][C:6]([OH:8])=[O:7].[F:13][C:14]1[CH:19]=[C:18](B2OC(C)(C)C(C)(C)O2)[CH:17]=[CH:16][C:15]=1[C:29]1[CH:30]=[N:31][C:32]([NH2:35])=[N:33][CH:34]=1, predict the reaction product. The product is: [NH2:35][C:32]1[N:33]=[CH:34][C:29]([C:15]2[CH:16]=[CH:17][C:18]([C:2]3[CH:12]=[CH:11][CH:10]=[CH:9][C:3]=3[O:4][CH2:5][C:6]([OH:8])=[O:7])=[CH:19][C:14]=2[F:13])=[CH:30][N:31]=1.